This data is from Full USPTO retrosynthesis dataset with 1.9M reactions from patents (1976-2016). The task is: Predict the reactants needed to synthesize the given product. (1) The reactants are: Cl[CH2:2][C:3]1[CH:4]=[C:5]([N:9]2[C:14]([CH3:15])=[CH:13][C:12]([O:16][CH2:17][C:18]3[CH:23]=[CH:22][C:21]([F:24])=[CH:20][C:19]=3[F:25])=[CH:11][C:10]2=[O:26])[CH:6]=[CH:7][CH:8]=1.[CH3:27][NH:28][CH3:29]. Given the product [F:25][C:19]1[CH:20]=[C:21]([F:24])[CH:22]=[CH:23][C:18]=1[CH2:17][O:16][C:12]1[CH:13]=[C:14]([CH3:15])[N:9]([C:5]2[CH:6]=[CH:7][CH:8]=[C:3]([CH2:2][N:28]([CH3:29])[CH3:27])[CH:4]=2)[C:10](=[O:26])[CH:11]=1, predict the reactants needed to synthesize it. (2) Given the product [CH2:13]([C:15]1[CH:30]=[C:29]([C:31]2[N:34]=[C:8]([C:6]3[S:7][C:3]([CH:1]=[O:2])=[C:4]([CH3:12])[C:5]=3[CH3:11])[O:10][N:32]=2)[CH:28]=[C:27]([CH3:35])[C:16]=1[O:17][CH2:18][C@@H:19]([OH:26])[CH2:20][NH:21][C:22](=[O:25])[CH2:23][OH:24])[CH3:14], predict the reactants needed to synthesize it. The reactants are: [CH:1]([C:3]1[S:7][C:6]([C:8]([OH:10])=O)=[C:5]([CH3:11])[C:4]=1[CH3:12])=[O:2].[CH2:13]([C:15]1[CH:30]=[C:29]([C:31](=[NH:34])[NH:32]O)[CH:28]=[C:27]([CH3:35])[C:16]=1[O:17][CH2:18][C@@H:19]([OH:26])[CH2:20][NH:21][C:22](=[O:25])[CH2:23][OH:24])[CH3:14]. (3) The reactants are: C[O:2][C:3]([C:5]1[CH:10]=[CH:9][N:8]=[C:7]2[NH:11][C:12]([C:14]3[CH:19]=[CH:18][CH:17]=[CH:16][CH:15]=3)=[N:13][C:6]=12)=[O:4].O[Li].O.Cl. Given the product [C:14]1([C:12]2[NH:11][C:7]3=[N:8][CH:9]=[CH:10][C:5]([C:3]([OH:4])=[O:2])=[C:6]3[N:13]=2)[CH:15]=[CH:16][CH:17]=[CH:18][CH:19]=1, predict the reactants needed to synthesize it. (4) Given the product [CH3:1][O:2][C:3](=[O:17])[CH2:4][O:7][C:8]1[CH:13]=[C:12]([CH3:14])[C:11]([SH:15])=[CH:10][C:9]=1[CH3:16], predict the reactants needed to synthesize it. The reactants are: [CH3:1][O:2][C:3](=[O:17])[C:4]([O:7][C:8]1[CH:13]=[C:12]([CH3:14])[C:11]([SH:15])=[CH:10][C:9]=1[CH3:16])(C)C.BrCC([O-])=O.